From a dataset of Peptide-MHC class I binding affinity with 185,985 pairs from IEDB/IMGT. Regression. Given a peptide amino acid sequence and an MHC pseudo amino acid sequence, predict their binding affinity value. This is MHC class I binding data. The peptide sequence is FPQHVITKDV. The MHC is Patr-B1301 with pseudo-sequence Patr-B1301. The binding affinity (normalized) is 0.474.